Dataset: Forward reaction prediction with 1.9M reactions from USPTO patents (1976-2016). Task: Predict the product of the given reaction. Given the reactants NCC(N)C.[C:6]1([CH:12]([NH2:15])[CH2:13][NH2:14])[CH:11]=[CH:10][CH:9]=[CH:8][CH:7]=1.[C:16]([NH:24][C:25]1[CH:26]=[C:27]([CH:31]=[CH:32][N:33]=1)[C:28](O)=O)(=[O:23])[C:17]1[CH:22]=[CH:21][CH:20]=[CH:19][CH:18]=1, predict the reaction product. The product is: [C:6]1([CH:12]2[CH2:13][NH:14][C:28]([C:27]3[CH:31]=[CH:32][N:33]=[C:25]([NH:24][C:16](=[O:23])[C:17]4[CH:18]=[CH:19][CH:20]=[CH:21][CH:22]=4)[CH:26]=3)=[N:15]2)[CH:11]=[CH:10][CH:9]=[CH:8][CH:7]=1.